From a dataset of Reaction yield outcomes from USPTO patents with 853,638 reactions. Predict the reaction yield, written as a fraction of the theoretical maximum amount of product (1.0 means a 100% yield; for example, 0.34 means a 34% yield). (1) The reactants are [Si:1]([O:8][CH2:9][C:10]1[S:14][C:13]([CH2:15][C:16]([OH:18])=[O:17])=[CH:12][CH:11]=1)([C:4]([CH3:7])([CH3:6])[CH3:5])([CH3:3])[CH3:2].[Cl:19][C:20]1[CH:21]=[N+:22]([O-:40])[CH:23]=[C:24]([Cl:39])[C:25]=1[CH2:26][C@@H:27]([C:29]1[CH:34]=[CH:33][C:32]([O:35][CH3:36])=[C:31]([O:37][CH3:38])[CH:30]=1)O.Cl.CN(C)CCCN=C=NCC. The catalyst is ClCCl.CN(C)C1C=CN=CC=1. The product is [Cl:39][C:24]1[CH:23]=[N+:22]([O-:40])[CH:21]=[C:20]([Cl:19])[C:25]=1[CH2:26][C@H:27]([O:17][C:16](=[O:18])[CH2:15][C:13]1[S:14][C:10]([CH2:9][O:8][Si:1]([C:4]([CH3:7])([CH3:6])[CH3:5])([CH3:3])[CH3:2])=[CH:11][CH:12]=1)[C:29]1[CH:34]=[CH:33][C:32]([O:35][CH3:36])=[C:31]([O:37][CH3:38])[CH:30]=1. The yield is 0.460. (2) The reactants are [CH:1]1([CH2:9][N:10]2[CH2:15][CH2:14][CH:13]([N:16]3[C:20]4[CH:21]=[CH:22][CH:23]=[CH:24][C:19]=4[N:18]=[C:17]3[C@@H:25]3[CH2:29][CH2:28][N:27]([C:30](OC(C)(C)C)=O)[CH2:26]3)[CH2:12][CH2:11]2)[CH2:8][CH2:7][CH2:6][CH2:5][CH2:4][CH2:3][CH2:2]1.[H-].[Al+3].[Li+].[H-].[H-].[H-].O. The catalyst is C1COCC1. The product is [CH:1]1([CH2:9][N:10]2[CH2:15][CH2:14][CH:13]([N:16]3[C:20]4[CH:21]=[CH:22][CH:23]=[CH:24][C:19]=4[N:18]=[C:17]3[C@@H:25]3[CH2:29][CH2:28][N:27]([CH3:30])[CH2:26]3)[CH2:12][CH2:11]2)[CH2:2][CH2:3][CH2:4][CH2:5][CH2:6][CH2:7][CH2:8]1. The yield is 0.180. (3) The reactants are Cl.[NH2:2][C:3]1[C:4]([C:13]([NH:15][C@@H:16]([CH:21]2[CH2:26][CH2:25][CH2:24][CH2:23][CH2:22]2)[C:17]([O:19][CH3:20])=[O:18])=[O:14])=[CH:5][C:6]2[C:11]([CH:12]=1)=[CH:10][CH:9]=[CH:8][CH:7]=2.[Br:27][C:28]1[CH:29]=[C:30]([CH3:38])[C:31]([N:35]=[C:36]=[O:37])=[C:32]([CH3:34])[CH:33]=1.CCCCCC.C(OCC)(=O)C. The catalyst is N1C=CC=CC=1. The product is [Br:27][C:28]1[CH:33]=[C:32]([CH3:34])[C:31]([NH:35][C:36]([NH:2][C:3]2[C:4]([C:13]([NH:15][C@@H:16]([CH:21]3[CH2:26][CH2:25][CH2:24][CH2:23][CH2:22]3)[C:17]([O:19][CH3:20])=[O:18])=[O:14])=[CH:5][C:6]3[C:11]([CH:12]=2)=[CH:10][CH:9]=[CH:8][CH:7]=3)=[O:37])=[C:30]([CH3:38])[CH:29]=1. The yield is 0.800. (4) The yield is 0.400. The catalyst is O.C(OCC)(=O)C. The reactants are [Cl-].O[NH3+:3].[C:4](=[O:7])([O-])[OH:5].[Na+].CS(C)=O.[CH2:13]([C:17]1[N:18]=[C:19]([CH3:47])[N:20]([C:39]2[CH:44]=[CH:43][CH:42]=[C:41]([CH:45]=[CH2:46])[CH:40]=2)[C:21](=[O:38])[C:22]=1[CH2:23][C:24]1[CH:29]=[CH:28][C:27]([C:30]2[C:31]([C:36]#[N:37])=[CH:32][CH:33]=[CH:34][CH:35]=2)=[CH:26][CH:25]=1)[CH2:14][CH2:15][CH3:16]. The product is [CH2:13]([C:17]1[N:18]=[C:19]([CH3:47])[N:20]([C:39]2[CH:44]=[CH:43][CH:42]=[C:41]([CH:45]=[CH2:46])[CH:40]=2)[C:21](=[O:38])[C:22]=1[CH2:23][C:24]1[CH:29]=[CH:28][C:27]([C:30]2[CH:35]=[CH:34][CH:33]=[CH:32][C:31]=2[C:36]2[NH:3][C:4](=[O:7])[O:5][N:37]=2)=[CH:26][CH:25]=1)[CH2:14][CH2:15][CH3:16]. (5) The reactants are [CH3:1][O:2][C:3]1[CH:4]=[C:5]([N:13](C(OC(C)(C)C)=O)[NH2:14])[CH:6]=[CH:7][C:8]=1[C:9]([O:11][CH3:12])=[O:10].[ClH:22]. The catalyst is O1CCOCC1. The product is [ClH:22].[NH:13]([C:5]1[CH:6]=[CH:7][C:8]([C:9]([O:11][CH3:12])=[O:10])=[C:3]([O:2][CH3:1])[CH:4]=1)[NH2:14]. The yield is 0.920. (6) The reactants are Br[CH2:2][CH2:3][CH2:4][CH:5]=[CH2:6].C([O-])([O-])=O.[K+].[K+].[C:13]1(=[O:23])[NH:17][C:16](=[O:18])[C:15]2=[CH:19][CH:20]=[CH:21][CH:22]=[C:14]12.[K].O. The catalyst is CN(C=O)C. The product is [CH2:2]([N:17]1[C:13](=[O:23])[C:14]2[C:15](=[CH:19][CH:20]=[CH:21][CH:22]=2)[C:16]1=[O:18])[CH2:3][CH2:4][CH:5]=[CH2:6]. The yield is 0.725. (7) The reactants are [F:1][C:2]([F:23])([F:22])[C:3]([NH:5][C:6]1[CH:11]=[CH:10][C:9]([C:12]([OH:21])([C:17]([F:20])([F:19])[F:18])[C:13]([F:16])([F:15])[F:14])=[CH:8][CH:7]=1)=O.B.C1COCC1.[NH4+].[Cl-].CCOCC. The catalyst is C1COCC1. The product is [F:14][C:13]([F:15])([F:16])[C:12]([C:9]1[CH:8]=[CH:7][C:6]([NH:5][CH2:3][C:2]([F:1])([F:23])[F:22])=[CH:11][CH:10]=1)([OH:21])[C:17]([F:20])([F:19])[F:18]. The yield is 0.740.